This data is from Full USPTO retrosynthesis dataset with 1.9M reactions from patents (1976-2016). The task is: Predict the reactants needed to synthesize the given product. (1) Given the product [CH3:1][O:2][C:3]1[CH:4]=[C:5]([C:11]2[CH:12]=[C:13]([C:22]([OH:24])=[O:23])[C:14]3[O:18][CH:17]([CH2:19][CH3:20])[CH2:16][C:15]=3[CH:21]=2)[CH:6]=[CH:7][C:8]=1[O:9][CH3:10], predict the reactants needed to synthesize it. The reactants are: [CH3:1][O:2][C:3]1[CH:4]=[C:5]([C:11]2[CH:12]=[C:13]([C:22]([OH:24])=[O:23])[C:14]3[O:18][CH:17]([CH:19]=[CH2:20])[CH2:16][C:15]=3[CH:21]=2)[CH:6]=[CH:7][C:8]=1[O:9][CH3:10]. (2) Given the product [CH2:1]([C:11]1[CH:12]=[C:13]2[C:18](=[CH:19][CH:20]=1)[CH:17]=[C:16]([OH:21])[C:15]([S:23][CH3:24])=[CH:14]2)[CH2:2][CH2:3][CH2:4][CH2:5][CH2:6][CH2:7][CH2:8][CH2:9][CH3:10], predict the reactants needed to synthesize it. The reactants are: [CH2:1]([C:11]1[CH:12]=[C:13]2[C:18](=[CH:19][CH:20]=1)[CH:17]=[C:16]([O:21]C)[C:15]([S:23][CH3:24])=[CH:14]2)[CH2:2][CH2:3][CH2:4][CH2:5][CH2:6][CH2:7][CH2:8][CH2:9][CH3:10].B(Br)(Br)Br. (3) Given the product [F:1][C:2]1[CH:3]=[C:4]([CH:31]=[CH:32][C:33]=1[F:34])[CH2:5][NH:6][C:7]([C:9]1[C:17]2[C:12](=[CH:13][C:14]([O:18][CH:19]([CH3:21])[CH3:20])=[CH:15][CH:16]=2)[N:11]([CH2:22][C:23]2[CH:28]=[CH:27][CH:26]=[CH:25][N:24]=2)[C:10]=1[CH:29]([OH:30])[CH3:35])=[O:8], predict the reactants needed to synthesize it. The reactants are: [F:1][C:2]1[CH:3]=[C:4]([CH:31]=[CH:32][C:33]=1[F:34])[CH2:5][NH:6][C:7]([C:9]1[C:17]2[C:12](=[CH:13][C:14]([O:18][CH:19]([CH3:21])[CH3:20])=[CH:15][CH:16]=2)[N:11]([CH2:22][C:23]2[CH:28]=[CH:27][CH:26]=[CH:25][N:24]=2)[C:10]=1[CH:29]=[O:30])=[O:8].[CH3:35][Mg+].[Br-]. (4) Given the product [F:11][C:12]1[CH:17]=[CH:16][C:15]([C:18]2[CH:3]=[C:4]3[CH2:9][CH2:8][CH2:7][CH2:6][N:5]3[N:1]=2)=[CH:14][CH:13]=1, predict the reactants needed to synthesize it. The reactants are: [N:1]1O[C:3]([O-])=[C:4]2[CH2:9][CH2:8][CH2:7][CH2:6][N+:5]=12.[F:11][C:12]1[CH:17]=[CH:16][C:15]([C:18]#C)=[CH:14][CH:13]=1. (5) Given the product [Cl:4][C:5]1[CH:10]=[CH:9][C:8]([CH:11]([O:22][CH:23]2[CH2:2][CH2:24]2)[C:12]2([C:15]([O:17][C:18]([CH3:19])([CH3:20])[CH3:21])=[O:16])[CH2:14][CH2:13]2)=[CH:7][C:6]=1[NH:25][C:26](=[O:41])[C@H:27]([C:34]1[CH:35]=[CH:36][C:37]([Cl:40])=[CH:38][CH:39]=1)[C@@H:28]([CH3:33])[C:29]([F:32])([F:31])[F:30], predict the reactants needed to synthesize it. The reactants are: Cl[CH2:2]I.[Cl:4][C:5]1[CH:10]=[CH:9][C:8]([CH:11]([O:22][CH:23]=[CH2:24])[C:12]2([C:15]([O:17][C:18]([CH3:21])([CH3:20])[CH3:19])=[O:16])[CH2:14][CH2:13]2)=[CH:7][C:6]=1[NH:25][C:26](=[O:41])[C@H:27]([C:34]1[CH:39]=[CH:38][C:37]([Cl:40])=[CH:36][CH:35]=1)[C@@H:28]([CH3:33])[C:29]([F:32])([F:31])[F:30]. (6) The reactants are: [CH3:1][C:2]1[CH:7]=[CH:6][CH:5]=[CH:4][C:3]=1[OH:8].C([O-])([O-])=O.[K+].[K+].CN(C=O)C.Br[CH2:21][C:22]([O:24][CH2:25][CH3:26])=[O:23]. Given the product [CH2:25]([O:24][C:22](=[O:23])[CH2:21][O:8][C:3]1[CH:4]=[CH:5][CH:6]=[CH:7][C:2]=1[CH3:1])[CH3:26], predict the reactants needed to synthesize it.